This data is from Full USPTO retrosynthesis dataset with 1.9M reactions from patents (1976-2016). The task is: Predict the reactants needed to synthesize the given product. Given the product [CH:47]([C:46]1[CH:45]=[CH:44][CH:43]=[C:42]([CH:50]([CH3:52])[CH3:51])[C:41]=1[NH:40][CH2:39][C:37]1[N:38]=[C:33]([C:21]2[CH:20]=[CH:19][CH:18]=[C:17]3[C:22]=2[CH:14]([NH:13][C:7]2[CH:8]=[CH:9][CH:10]=[CH:11][CH:12]=2)[CH2:15][CH2:16]3)[CH:34]=[CH:35][CH:36]=1)([CH3:48])[CH3:49], predict the reactants needed to synthesize it. The reactants are: C([O-])([O-])=O.[Na+].[Na+].[C:7]1([NH:13][CH:14]2[C:22]3[C:17](=[CH:18][CH:19]=[CH:20][C:21]=3B3OC(C)(C)C(C)(C)O3)[CH2:16][CH2:15]2)[CH:12]=[CH:11][CH:10]=[CH:9][CH:8]=1.Br[C:33]1[N:38]=[C:37]([CH2:39][NH:40][C:41]2[C:46]([CH:47]([CH3:49])[CH3:48])=[CH:45][CH:44]=[CH:43][C:42]=2[CH:50]([CH3:52])[CH3:51])[CH:36]=[CH:35][CH:34]=1.C1(C)C=CC=CC=1.